Predict the reactants needed to synthesize the given product. From a dataset of Full USPTO retrosynthesis dataset with 1.9M reactions from patents (1976-2016). Given the product [NH2:1][C:2]1[C:3]([C:9]([NH:30][CH2:29][CH2:28][C:24]2[S:23][CH:27]=[CH:26][CH:25]=2)=[O:11])=[N:4][C:5]([Br:8])=[CH:6][N:7]=1, predict the reactants needed to synthesize it. The reactants are: [NH2:1][C:2]1[C:3]([C:9]([OH:11])=O)=[N:4][C:5]([Br:8])=[CH:6][N:7]=1.O.ON1C2C=CC=CC=2N=N1.[S:23]1[CH:27]=[CH:26][CH:25]=[C:24]1[CH2:28][CH2:29][NH2:30].Cl.CN(C)CCCN=C=NCC.